Predict the reactants needed to synthesize the given product. From a dataset of Full USPTO retrosynthesis dataset with 1.9M reactions from patents (1976-2016). (1) Given the product [CH:1]12[CH2:7][CH:4]([CH2:5][CH2:6]1)[CH2:3][CH:2]2[NH:8][C:9]1[S:10][CH:13]([CH2:19][CH3:20])[C:14](=[O:15])[N:11]=1, predict the reactants needed to synthesize it. The reactants are: [CH:1]12[CH2:7][CH:4]([CH2:5][CH2:6]1)[CH2:3][CH:2]2[NH:8][C:9]([NH2:11])=[S:10].Br[CH:13]([CH2:19][CH3:20])[C:14](OCC)=[O:15]. (2) Given the product [CH3:10][C:9]1[CH:8]=[C:7]([CH3:11])[NH:6][C:5](=[O:12])[C:4]=1[CH2:3][NH:2][C:46]([C:28]1[C:27]([CH3:26])=[C:32]([N:33]2[CH2:38][CH2:37][N:36]([C:39]3[N:40]=[CH:41][CH:42]=[CH:43][N:44]=3)[CH2:35][C@@H:34]2[CH3:45])[N:31]=[CH:30][N:29]=1)=[O:47], predict the reactants needed to synthesize it. The reactants are: Cl.[NH2:2][CH2:3][C:4]1[C:5](=[O:12])[NH:6][C:7]([CH3:11])=[CH:8][C:9]=1[CH3:10].C(N(CC)C(C)C)(C)C.C[Al](C)C.[CH3:26][C:27]1[C:28]([C:46](OCC)=[O:47])=[N:29][CH:30]=[N:31][C:32]=1[N:33]1[CH2:38][CH2:37][N:36]([C:39]2[N:44]=[CH:43][CH:42]=[CH:41][N:40]=2)[CH2:35][C@@H:34]1[CH3:45]. (3) Given the product [CH3:1][C:2]1[NH:6][C:5](=[O:7])[NH:4][C:3]=1[C:8]([OH:10])=[O:9], predict the reactants needed to synthesize it. The reactants are: [CH3:1][C:2]1[NH:6][C:5](=[O:7])[NH:4][C:3]=1[C:8]([O:10]CC)=[O:9].